From a dataset of Serine/threonine kinase 33 screen with 319,792 compounds. Binary Classification. Given a drug SMILES string, predict its activity (active/inactive) in a high-throughput screening assay against a specified biological target. (1) The drug is S(=O)(=O)(N(Cc1onc(n1)c1cccnc1)C)c1cc2c(cc1)cccc2. The result is 0 (inactive). (2) The compound is Clc1c(C(=O)NC(CCSC)C(=O)NCc2ccncc2)ccc(Cl)c1. The result is 0 (inactive).